From a dataset of Peptide-MHC class II binding affinity with 134,281 pairs from IEDB. Regression. Given a peptide amino acid sequence and an MHC pseudo amino acid sequence, predict their binding affinity value. This is MHC class II binding data. (1) The peptide sequence is EVVWTNTPTKWDNSF. The MHC is DRB1_0301 with pseudo-sequence DRB1_0301. The binding affinity (normalized) is 0.0505. (2) The MHC is DRB1_1101 with pseudo-sequence DRB1_1101. The binding affinity (normalized) is 0.243. The peptide sequence is DVKFPGGGQIVGGVYLLPRR. (3) The peptide sequence is RIIAGTLEVHAVKPA. The MHC is DRB3_0202 with pseudo-sequence DRB3_0202. The binding affinity (normalized) is 0.312. (4) The peptide sequence is DDRITKARWVYFLTR. The MHC is HLA-DPA10301-DPB10402 with pseudo-sequence HLA-DPA10301-DPB10402. The binding affinity (normalized) is 0.219. (5) The peptide sequence is TITVYAVTYYKEADY. The MHC is DRB3_0101 with pseudo-sequence DRB3_0101. The binding affinity (normalized) is 0.438. (6) The peptide sequence is EGTVDFIFGEARSLY. The MHC is DRB4_0101 with pseudo-sequence DRB4_0103. The binding affinity (normalized) is 0.196. (7) The peptide sequence is ALSDPYLSFAAALNG. The MHC is DRB1_0401 with pseudo-sequence DRB1_0401. The binding affinity (normalized) is 0.574. (8) The peptide sequence is AAFTSSSKAATAKAP. The MHC is DRB1_1302 with pseudo-sequence DRB1_1302. The binding affinity (normalized) is 0.405. (9) The peptide sequence is STTVSTEQNVPDPQV. The MHC is DRB4_0101 with pseudo-sequence DRB4_0103. The binding affinity (normalized) is 0.409.